This data is from Peptide-MHC class II binding affinity with 134,281 pairs from IEDB. The task is: Regression. Given a peptide amino acid sequence and an MHC pseudo amino acid sequence, predict their binding affinity value. This is MHC class II binding data. (1) The peptide sequence is KMIGGIGGFIKVRQYDQIAI. The MHC is DRB1_0401 with pseudo-sequence DRB1_0401. The binding affinity (normalized) is 0.342. (2) The peptide sequence is AAATAGTTVYGAFAG. The MHC is HLA-DPA10103-DPB10601 with pseudo-sequence HLA-DPA10103-DPB10601. The binding affinity (normalized) is 0.0839. (3) The peptide sequence is TILQRLGVLFGSRIA. The MHC is DRB1_1101 with pseudo-sequence DRB1_1101. The binding affinity (normalized) is 0.609.